Task: Predict the reaction yield, written as a fraction of the theoretical maximum amount of product (1.0 means a 100% yield; for example, 0.34 means a 34% yield).. Dataset: Reaction yield outcomes from USPTO patents with 853,638 reactions (1) The reactants are [F:1][C:2]([F:7])([F:6])[C:3]([OH:5])=[O:4].C([N:27]1[CH:31]=[C:30]([CH:32]=[CH:33][CH2:34][CH2:35][CH2:36][C:37]([OH:39])=[O:38])[N:29]=[CH:28]1)(C1C=CC=CC=1)(C1C=CC=CC=1)C1C=CC=CC=1. The catalyst is ClCCl. The product is [F:1][C:2]([F:7])([F:6])[C:3]([OH:5])=[O:4].[NH:27]1[CH:31]=[C:30]([CH:32]=[CH:33][CH2:34][CH2:35][CH2:36][C:37]([OH:39])=[O:38])[N:29]=[CH:28]1. The yield is 0.600. (2) The reactants are [F:1][C:2]1[CH:10]=[CH:9][CH:8]=[CH:7][C:3]=1[C:4](Cl)=[O:5].Cl.[NH2:12][C:13]1[CH:14]=[C:15]([B:22]([OH:24])[OH:23])[CH:16]=[C:17]([N+:19]([O-:21])=[O:20])[CH:18]=1. No catalyst specified. The product is [F:1][C:2]1[CH:10]=[CH:9][CH:8]=[CH:7][C:3]=1[C:4]([NH:12][C:13]1[CH:14]=[C:15]([B:22]([OH:24])[OH:23])[CH:16]=[C:17]([N+:19]([O-:21])=[O:20])[CH:18]=1)=[O:5]. The yield is 0.540.